From a dataset of Reaction yield outcomes from USPTO patents with 853,638 reactions. Predict the reaction yield, written as a fraction of the theoretical maximum amount of product (1.0 means a 100% yield; for example, 0.34 means a 34% yield). (1) The reactants are Br[C:2]1[C:8]([F:9])=[CH:7][C:5]([NH2:6])=[CH:4][C:3]=1[F:10].C(=O)([O-])[O-].[Cs+].[Cs+].[CH:17]1([B-](F)(F)F)[CH2:19][CH2:18]1.[K]. The catalyst is C([O-])(=O)C.[Pd+2].C([O-])(=O)C.I.C12(P(C34CC5CC(CC(C5)C3)C4)CCCC)CC3CC(CC(C3)C1)C2.O.C1(C)C=CC=CC=1. The product is [CH:17]1([C:2]2[C:8]([F:9])=[CH:7][C:5]([NH2:6])=[CH:4][C:3]=2[F:10])[CH2:19][CH2:18]1. The yield is 0.820. (2) The reactants are C(=O)C.C([O-])(=O)C.[NH4+:8].C([N:11](CC)[CH2:12][CH3:13])C.[CH:16]1([C:19](=O)[C:20](O)(O)[C:21]([O:23][CH2:24][CH3:25])=[O:22])[CH2:18][CH2:17]1. The catalyst is O1CCCC1.C(OCC)(=O)C.C(OCC)C. The product is [CH2:24]([O:23][C:21]([C:20]1[NH:11][C:12]([CH3:13])=[N:8][C:19]=1[CH:16]1[CH2:18][CH2:17]1)=[O:22])[CH3:25]. The yield is 0.460. (3) The reactants are [F:1][CH:2]([F:28])[O:3][C:4]1[CH:5]=[C:6]([C:10]2[N:15]=[C:14]([CH2:16][C:17]3[CH:18]=[N:19][C:20]([C:23]#[N:24])=[N:21][CH:22]=3)[CH:13]=[N:12][C:11]=2[O:25][CH2:26][CH3:27])[CH:7]=[CH:8][CH:9]=1.[OH-:29].[Na+].OO. The catalyst is CO. The product is [F:28][CH:2]([F:1])[O:3][C:4]1[CH:5]=[C:6]([C:10]2[N:15]=[C:14]([CH2:16][C:17]3[CH:18]=[N:19][C:20]([C:23]([NH2:24])=[O:29])=[N:21][CH:22]=3)[CH:13]=[N:12][C:11]=2[O:25][CH2:26][CH3:27])[CH:7]=[CH:8][CH:9]=1. The yield is 0.670. (4) The reactants are [CH3:1][C:2]1[C:7]([CH:8]=O)=[CH:6][CH:5]=[C:4]([C:10]([F:13])([F:12])[F:11])[N:3]=1.C[O:15][C:16](=[O:37])[CH:17]=P(C1C=CC=CC=1)(C1C=CC=CC=1)C1C=CC=CC=1.[Li+].[OH-]. The catalyst is C1(C)C=CC=CC=1.CCOC(C)=O.O.C1COCC1. The product is [CH3:1][C:2]1[C:7]([CH:8]=[CH:17][C:16]([OH:37])=[O:15])=[CH:6][CH:5]=[C:4]([C:10]([F:13])([F:12])[F:11])[N:3]=1. The yield is 0.564.